This data is from Catalyst prediction with 721,799 reactions and 888 catalyst types from USPTO. The task is: Predict which catalyst facilitates the given reaction. (1) Reactant: [C:1]([O:5][C:6]([NH:8][C@H:9]([C:11]([NH:13][C@H:14]([C:18]([O:20][CH3:21])=[O:19])[C@@H:15]([CH3:17])[OH:16])=[O:12])[CH3:10])=[O:7])([CH3:4])([CH3:3])[CH3:2].CC(OI1(OC(C)=O)(OC(C)=O)OC(=O)C2C=CC=CC1=2)=O.S([O-])([O-])(=O)=S.[Na+].[Na+].C(=O)(O)[O-].[Na+]. Product: [C:1]([O:5][C:6]([NH:8][C@H:9]([C:11]([NH:13][C@@H:14]([C:15](=[O:16])[CH3:17])[C:18]([O:20][CH3:21])=[O:19])=[O:12])[CH3:10])=[O:7])([CH3:3])([CH3:2])[CH3:4]. The catalyst class is: 4. (2) Reactant: [N:1]1[C:10]2[NH:9][C:8]3[CH:11]=[C:12]([CH2:15][NH:16][C:17](=[NH:20])SC)[CH:13]=[CH:14][C:7]=3[S:6][C:5]=2[N:4]=[CH:3][CH:2]=1.[N:21]#[C:22][NH2:23].O.C(OCC)(=O)C. Product: [N:1]1[C:10]2[NH:9][C:8]3[CH:11]=[C:12]([CH2:15][NH:16][C:17]([NH2:20])=[N:23][C:22]#[N:21])[CH:13]=[CH:14][C:7]=3[S:6][C:5]=2[N:4]=[CH:3][CH:2]=1. The catalyst class is: 9. (3) Reactant: [F:1][C:2]1[CH:10]=[C:9]2[C:5]([C:6]([CH:11]=[O:12])=[CH:7][NH:8]2)=[CH:4][CH:3]=1.[H-].[Na+].[CH3:15][O:16][C:17]1[CH:22]=[CH:21][C:20]([S:23](Cl)(=[O:25])=[O:24])=[CH:19][C:18]=1[N:27]1[CH2:32][CH2:31][N:30]([C:33](=[O:38])[C:34]([Cl:37])([Cl:36])[Cl:35])[CH2:29][CH2:28]1. Product: [F:1][C:2]1[CH:10]=[C:9]2[C:5]([C:6]([CH:11]=[O:12])=[CH:7][N:8]2[S:23]([C:20]2[CH:21]=[CH:22][C:17]([O:16][CH3:15])=[C:18]([N:27]3[CH2:32][CH2:31][N:30]([C:33](=[O:38])[C:34]([Cl:37])([Cl:35])[Cl:36])[CH2:29][CH2:28]3)[CH:19]=2)(=[O:25])=[O:24])=[CH:4][CH:3]=1. The catalyst class is: 1. (4) Reactant: [F:1][C:2]([F:19])([F:18])[C:3]1[CH:8]=[CH:7][C:6]([S:9]([N:12]2[CH2:17][CH2:16][NH:15][CH2:14][CH2:13]2)(=[O:11])=[O:10])=[CH:5][CH:4]=1.C1C=CC2N(O)N=NC=2C=1.O.CN(C(ON1N=NC2C=CC=CC1=2)=[N+](C)C)C.F[P-](F)(F)(F)(F)F.[CH3:55][C:56]1[CH:57]=[N:58][C:59]2[N:60]([N:62]=[CH:63][C:64]=2[C:65](O)=[O:66])[CH:61]=1.CCN(C(C)C)C(C)C. Product: [CH3:55][C:56]1[CH:57]=[N:58][C:59]2[N:60]([N:62]=[CH:63][C:64]=2[C:65]([N:15]2[CH2:16][CH2:17][N:12]([S:9]([C:6]3[CH:5]=[CH:4][C:3]([C:2]([F:1])([F:18])[F:19])=[CH:8][CH:7]=3)(=[O:10])=[O:11])[CH2:13][CH2:14]2)=[O:66])[CH:61]=1. The catalyst class is: 85.